From a dataset of Reaction yield outcomes from USPTO patents with 853,638 reactions. Predict the reaction yield, written as a fraction of the theoretical maximum amount of product (1.0 means a 100% yield; for example, 0.34 means a 34% yield). (1) The reactants are C([O:3][C:4]([C:6]1[CH:7]=[N:8][N:9]([C:11]2[NH:23][C:14]3=[N:15][C:16]4[C:21]([N:22]=[C:13]3[N:12]=2)=[CH:20][CH:19]=[CH:18][CH:17]=4)[CH:10]=1)=[O:5])C.[OH-].[K+]. The catalyst is C1COCC1. The product is [NH:23]1[C:14]2=[N:15][C:16]3[C:21]([N:22]=[C:13]2[N:12]=[C:11]1[N:9]1[CH:10]=[C:6]([C:4]([OH:5])=[O:3])[CH:7]=[N:8]1)=[CH:20][CH:19]=[CH:18][CH:17]=3. The yield is 0.890. (2) The reactants are [C:1]1([N:7]([CH2:11][CH2:12][OH:13])[CH2:8][CH2:9][OH:10])[CH:6]=[CH:5][CH:4]=[CH:3][CH:2]=1.C(N(CC)CC)C.Cl[C:22](Cl)([O:24]C(=O)OC(Cl)(Cl)Cl)Cl. The catalyst is C1COCC1. The product is [C:1]1([N:7]2[CH2:11][CH2:12][O:13][C:22](=[O:24])[O:10][CH2:9][CH2:8]2)[CH:6]=[CH:5][CH:4]=[CH:3][CH:2]=1. The yield is 0.190. (3) The reactants are Cl.[CH:2]([N:5]1[C:9]([C:10]2[N:19]=[C:18]3[N:12]([CH2:13][CH2:14][O:15][C:16]4[CH:23]=[C:22]([C@@H:24]5[CH2:29][CH2:28][NH:27][CH2:26][C@H:25]5[OH:30])[CH:21]=[CH:20][C:17]=43)[CH:11]=2)=[N:8][CH:7]=[N:6]1)([CH3:4])[CH3:3].[CH3:31][N:32]([CH3:37])[C:33](=[O:36])[CH2:34]Cl. No catalyst specified. The product is [OH:30][C@H:25]1[C@H:24]([C:22]2[CH:21]=[CH:20][C:17]3[C:18]4[N:12]([CH:11]=[C:10]([C:9]5[N:5]([CH:2]([CH3:4])[CH3:3])[N:6]=[CH:7][N:8]=5)[N:19]=4)[CH2:13][CH2:14][O:15][C:16]=3[CH:23]=2)[CH2:29][CH2:28][N:27]([CH2:34][C:33]([N:32]([CH3:37])[CH3:31])=[O:36])[CH2:26]1. The yield is 0.800. (4) The reactants are [CH:1](=[O:4])[CH2:2][CH3:3].[N+:5]([C:8]1[CH:15]=[CH:14][C:11]([CH:12]=O)=[CH:10][CH:9]=1)([O-:7])=[O:6].[OH-].[Na+]. The catalyst is C(O)C. The product is [CH3:3]/[C:2](=[CH:12]\[C:11]1[CH:14]=[CH:15][C:8]([N+:5]([O-:7])=[O:6])=[CH:9][CH:10]=1)/[CH:1]=[O:4]. The yield is 0.770. (5) The reactants are [C:1]([O:5][C:6]([NH:8][C@@H:9]([CH3:12])[CH2:10][OH:11])=[O:7])([CH3:4])([CH3:3])[CH3:2].CC(OI1(OC(C)=O)(OC(C)=O)OC(=O)C2C=CC=CC1=2)=O.S(=O)(O)[O-].[Na+]. The catalyst is C(Cl)Cl.C(OCC)(=O)C. The product is [C:1]([O:5][C:6]([NH:8][C@@H:9]([CH3:12])[CH:10]=[O:11])=[O:7])([CH3:4])([CH3:3])[CH3:2]. The yield is 0.920. (6) The reactants are C(Cl)CCl.C1C=CC2N(O)N=NC=2C=1.C(N(CC)CC)C.[N+:22]([C:25]1[C:26]([C:30]([OH:32])=O)=[N:27][NH:28][CH:29]=1)([O-:24])=[O:23].Cl.Cl.[CH3:35][O:36][C:37]1[CH:38]=[C:39]([NH2:46])[C:40]([NH2:45])=[CH:41][C:42]=1[O:43][CH3:44]. The catalyst is CN(C=O)C. The product is [NH2:45][C:40]1[CH:41]=[C:42]([O:43][CH3:44])[C:37]([O:36][CH3:35])=[CH:38][C:39]=1[NH:46][C:30]([C:26]1[C:25]([N+:22]([O-:24])=[O:23])=[CH:29][NH:28][N:27]=1)=[O:32]. The yield is 0.360.